Dataset: Full USPTO retrosynthesis dataset with 1.9M reactions from patents (1976-2016). Task: Predict the reactants needed to synthesize the given product. The reactants are: [OH:1][CH2:2][C:3]1[CH:4]=[C:5]([C:9]2[N:10]=[C:11]([N:26]3[CH2:31][CH2:30][O:29][CH2:28][CH2:27]3)[C:12]3[N:17]=[N:16][N:15]([CH2:18][C:19]([O:21]C(C)(C)C)=[O:20])[C:13]=3[N:14]=2)[CH:6]=[CH:7][CH:8]=1.C(O)(C(F)(F)F)=O. Given the product [OH:1][CH2:2][C:3]1[CH:4]=[C:5]([C:9]2[N:10]=[C:11]([N:26]3[CH2:31][CH2:30][O:29][CH2:28][CH2:27]3)[C:12]3[N:17]=[N:16][N:15]([CH2:18][C:19]([OH:21])=[O:20])[C:13]=3[N:14]=2)[CH:6]=[CH:7][CH:8]=1, predict the reactants needed to synthesize it.